From a dataset of Reaction yield outcomes from USPTO patents with 853,638 reactions. Predict the reaction yield, written as a fraction of the theoretical maximum amount of product (1.0 means a 100% yield; for example, 0.34 means a 34% yield). (1) The reactants are Cl.[O:2]1[C:6]2([CH2:10][CH2:9][NH:8][CH2:7]2)[CH2:5][CH2:4][CH2:3]1.[CH3:11][O:12][C:13]1[CH:18]=[CH:17][C:16]([C:19]2[O:23][C:22]([C:24]([N:26]3[CH2:29][CH:28]([O:30][C:31]4[CH:38]=[CH:37][C:34]([CH:35]=O)=[CH:33][CH:32]=4)[CH2:27]3)=[O:25])=[N:21][N:20]=2)=[CH:15][CH:14]=1.[Na].C([O-])(O)=O.[Na+]. The catalyst is C(Cl)Cl. The product is [O:2]1[C:6]2([CH2:10][CH2:9][N:8]([CH2:35][C:34]3[CH:33]=[CH:32][C:31]([O:30][CH:28]4[CH2:29][N:26]([C:24]([C:22]5[O:23][C:19]([C:16]6[CH:17]=[CH:18][C:13]([O:12][CH3:11])=[CH:14][CH:15]=6)=[N:20][N:21]=5)=[O:25])[CH2:27]4)=[CH:38][CH:37]=3)[CH2:7]2)[CH2:5][CH2:4][CH2:3]1. The yield is 0.490. (2) The reactants are [Cl:1][C:2]1[N:3]=[C:4](Cl)[C:5]2[CH2:10][CH2:9][CH2:8][C:6]=2[N:7]=1.C(N(CC)C(C)C)(C)C.[CH:21]([C:24]1[NH:28][N:27]=[C:26]([NH2:29])[CH:25]=1)([CH3:23])[CH3:22]. The product is [Cl:1][C:2]1[N:3]=[C:4]([NH:29][C:26]2[CH:25]=[C:24]([CH:21]([CH3:23])[CH3:22])[NH:28][N:27]=2)[C:5]2[CH2:10][CH2:9][CH2:8][C:6]=2[N:7]=1. The catalyst is C(O)(C)C. The yield is 0.420. (3) The reactants are [Br:1][C:2]1[CH:3]=[C:4]2[C:9](=[CH:10][CH:11]=1)[CH:8]=[C:7]([C:12]([OH:14])=O)[CH:6]=[CH:5]2.[CH3:15][N:16](C)C=O.S(Cl)(Cl)=O.C(N(CC)CC)C.CO.CN. The catalyst is C(OCC)(=O)C.O.CN(C)C(=O)C.C1(C)C=CC=CC=1. The product is [Br:1][C:2]1[CH:3]=[C:4]2[C:9](=[CH:10][CH:11]=1)[CH:8]=[C:7]([C:12]([NH:16][CH3:15])=[O:14])[CH:6]=[CH:5]2. The yield is 0.890. (4) The reactants are [CH3:1][O:2][C:3]1[CH:12]=[CH:11][CH:10]=[C:5]([C:6]([O:8]C)=[O:7])[C:4]=1[C:13]([O:15]C)=[O:14].[OH-].[K+].CO. The catalyst is O. The product is [CH3:1][O:2][C:3]1[CH:12]=[CH:11][CH:10]=[C:5]([C:6]([OH:8])=[O:7])[C:4]=1[C:13]([OH:15])=[O:14]. The yield is 0.840.